This data is from Full USPTO retrosynthesis dataset with 1.9M reactions from patents (1976-2016). The task is: Predict the reactants needed to synthesize the given product. (1) Given the product [O:10]1[CH2:9][CH:8]1[CH2:7][S:6][S:5][CH2:4][CH:3]1[O:1][CH2:2]1, predict the reactants needed to synthesize it. The reactants are: [OH:1][CH2:2][CH:3](Cl)[CH2:4][S:5][S:6][CH2:7][CH:8](Cl)[CH2:9][OH:10].CO.[OH-].[Na+]. (2) Given the product [Cl:1][C:2]1[CH:3]=[CH:4][C:5]([CH2:8][CH2:9][N:10]2[CH2:15][CH2:14][N:13]([C:16]3[CH:21]=[CH:20][C:19]4[C:22]5[CH2:23][NH:24][CH2:25][CH2:26][C:27]=5[O:28][C:18]=4[CH:17]=3)[C:12](=[O:36])[CH2:11]2)=[N:6][CH:7]=1, predict the reactants needed to synthesize it. The reactants are: [Cl:1][C:2]1[CH:3]=[CH:4][C:5]([CH2:8][CH2:9][N:10]2[CH2:15][CH2:14][N:13]([C:16]3[CH:21]=[CH:20][C:19]4[C:22]5[CH2:23][N:24](C(OC(C)(C)C)=O)[CH2:25][CH2:26][C:27]=5[O:28][C:18]=4[CH:17]=3)[C:12](=[O:36])[CH2:11]2)=[N:6][CH:7]=1.Cl. (3) Given the product [O:10]1[CH:11]=[CH:12][CH2:13][CH:14]1[C:2]1[CH:9]=[C:6]([CH:5]=[CH:4][CH:3]=1)[CH:7]=[O:8], predict the reactants needed to synthesize it. The reactants are: Br[C:2]1[CH:3]=[CH:4][CH:5]=[C:6]([CH:9]=1)[CH:7]=[O:8].[O:10]1[CH:14]=[CH:13][CH2:12][CH2:11]1.C(=O)([O-])[O-].[Cs+].[Cs+]. (4) Given the product [CH2:1]([N:8]1[CH2:13][CH2:12][C:11]([NH:21][C:15]2[CH:20]=[CH:19][CH:18]=[CH:17][CH:16]=2)([C:22]#[N:23])[CH2:10][CH2:9]1)[C:2]1[CH:7]=[CH:6][CH:5]=[CH:4][CH:3]=1, predict the reactants needed to synthesize it. The reactants are: [CH2:1]([N:8]1[CH2:13][CH2:12][C:11](=O)[CH2:10][CH2:9]1)[C:2]1[CH:7]=[CH:6][CH:5]=[CH:4][CH:3]=1.[C:15]1([NH2:21])[CH:20]=[CH:19][CH:18]=[CH:17][CH:16]=1.[C-:22]#[N:23].[K+].[OH-].[NH4+].